This data is from Catalyst prediction with 721,799 reactions and 888 catalyst types from USPTO. The task is: Predict which catalyst facilitates the given reaction. (1) Reactant: [NH2:1][C:2]1[N:6]([C:7]([C:9]2[CH:14]=[CH:13][CH:12]=[C:11]([CH3:15])[CH:10]=2)=[O:8])[N:5]=[C:4]([NH:16][C:17]2[CH:22]=[CH:21][CH:20]=[C:19]([OH:23])[CH:18]=2)[N:3]=1.C([O-])([O-])=O.[K+].[K+].Br[CH2:31][C:32]#[N:33]. Product: [NH2:1][C:2]1[N:6]([C:7]([C:9]2[CH:14]=[CH:13][CH:12]=[C:11]([CH3:15])[CH:10]=2)=[O:8])[N:5]=[C:4]([NH:16][C:17]2[CH:22]=[CH:21][CH:20]=[C:19]([O:23][CH2:31][C:32]#[N:33])[CH:18]=2)[N:3]=1. The catalyst class is: 131. (2) Reactant: C1(C([S:9][CH2:10][CH:11]([O:15][CH2:16][CH3:17])[O:12][CH2:13][CH3:14])=O)C=CC=CC=1.[OH-].[Na+]. Product: [SH:9][CH2:10][CH:11]([O:15][CH2:16][CH3:17])[O:12][CH2:13][CH3:14]. The catalyst class is: 20. (3) Reactant: [CH3:1][C:2]1[CH:7]=[C:6]([CH3:8])[CH:5]=[C:4]([CH3:9])[C:3]=1[N:10]=[C:11]=[O:12].[NH2:13][C:14]1[CH:15]=[C:16]([C:35]2[CH:40]=[C:39]([F:41])[CH:38]=[C:37]([F:42])[CH:36]=2)[CH:17]=[CH:18][C:19]=1[C:20]([NH:22][C@H:23]([C:31]([O:33][CH3:34])=[O:32])[C@@H:24]([CH3:30])[O:25][C:26]([CH3:29])([CH3:28])[CH3:27])=[O:21].CCCCCC.C(OCC)(=O)C. Product: [F:41][C:39]1[CH:40]=[C:35]([C:16]2[CH:17]=[CH:18][C:19]([C:20]([NH:22][C@H:23]([C:31]([O:33][CH3:34])=[O:32])[C@@H:24]([CH3:30])[O:25][C:26]([CH3:29])([CH3:27])[CH3:28])=[O:21])=[C:14]([NH:13][C:11]([NH:10][C:3]3[C:2]([CH3:1])=[CH:7][C:6]([CH3:8])=[CH:5][C:4]=3[CH3:9])=[O:12])[CH:15]=2)[CH:36]=[C:37]([F:42])[CH:38]=1. The catalyst class is: 17. (4) Reactant: [C:1]([O-:10])(=[O:9])[CH2:2][CH2:3][CH2:4][CH2:5][C:6]([O-:8])=[O:7].[NH4+].[NH4+].[CH2:13]([OH:22])[CH2:14][O:15][CH2:16][CH2:17][O:18][CH2:19][CH2:20][OH:21].C(O)(=O)CCCCC(O)=O.O.[PH2]([O-])=O.[Na+].[C:38]1(=[O:45])[NH:44][CH2:43][CH2:42][CH2:41][CH2:40][CH2:39]1. Product: [CH2:13]([OH:22])[CH2:14][O:15][CH2:16][CH2:17][O:18][CH2:19][CH2:20][OH:21].[C:1]([OH:10])(=[O:9])[CH2:2][CH2:3][CH2:4][CH2:5][C:6]([OH:8])=[O:7].[C:38]1(=[O:45])[NH:44][CH2:43][CH2:42][CH2:41][CH2:40][CH2:39]1. The catalyst class is: 6. (5) Reactant: [F:1][C:2]1[CH:9]=[CH:8][CH:7]=[C:6]([NH:10][CH3:11])[C:3]=1[C:4]#[N:5].[Li+].C[Si]([N-][Si](C)(C)C)(C)C.[CH3:22][S:23](Cl)(=[O:25])=[O:24]. Product: [C:4]([C:3]1[C:2]([F:1])=[CH:9][CH:8]=[CH:7][C:6]=1[N:10]([CH3:11])[S:23]([CH3:22])(=[O:25])=[O:24])#[N:5]. The catalyst class is: 1. (6) Reactant: [F:1][C:2]1[CH:20]=[CH:19][C:5]([O:6][C:7]2[CH:8]=[CH:9][C:10]3[N:14]=[C:13]([CH2:15][OH:16])[N:12]([CH3:17])[C:11]=3[CH:18]=2)=[CH:4][C:3]=1[CH3:21].O[C:23]1[CH:24]=[C:25]([CH:30]=[CH:31][CH:32]=1)[C:26]([O:28][CH3:29])=[O:27].C(P(CCCC)CCCC)CCC.N(C(N1CCCCC1)=O)=NC(N1CCCCC1)=O. Product: [F:1][C:2]1[CH:20]=[CH:19][C:5]([O:6][C:7]2[CH:8]=[CH:9][C:10]3[N:14]=[C:13]([CH2:15][O:16][C:23]4[CH:24]=[C:25]([CH:30]=[CH:31][CH:32]=4)[C:26]([O:28][CH3:29])=[O:27])[N:12]([CH3:17])[C:11]=3[CH:18]=2)=[CH:4][C:3]=1[CH3:21]. The catalyst class is: 4.